Predict the product of the given reaction. From a dataset of Forward reaction prediction with 1.9M reactions from USPTO patents (1976-2016). (1) Given the reactants [CH2:1]([NH:3][C:4](=[O:21])[C@@H:5]([NH:9][C:10](=[O:20])[C:11]1[CH:16]=[CH:15][C:14]([C:17]#[CH:18])=[CH:13][C:12]=1[OH:19])[C@H:6](O)[CH3:7])[CH3:2].O=S(Cl)Cl, predict the reaction product. The product is: [CH2:1]([NH:3][C:4]([C@@H:5]1[C@H:6]([CH3:7])[O:20][C:10]([C:11]2[CH:16]=[CH:15][C:14]([C:17]#[CH:18])=[CH:13][C:12]=2[OH:19])=[N:9]1)=[O:21])[CH3:2]. (2) Given the reactants Br[C:2]1[C:3]([CH3:25])=[CH:4][CH:5]=[C:6]2[C:11]=1[N:10]=[C:9]([NH:12][C:13]1[CH:18]=[CH:17][C:16]([N:19]3[CH2:24][CH2:23][O:22][CH2:21][CH2:20]3)=[CH:15][CH:14]=1)[N:8]=[CH:7]2.CC1(C)C(C)(C)OB([C:34]2[CH:35]=[C:36]([CH:38]=[CH:39][CH:40]=2)[NH2:37])O1.C([O-])([O-])=O.[Na+].[Na+], predict the reaction product. The product is: [NH2:37][C:36]1[CH:35]=[C:34]([C:2]2[C:3]([CH3:25])=[CH:4][CH:5]=[C:6]3[C:11]=2[N:10]=[C:9]([NH:12][C:13]2[CH:18]=[CH:17][C:16]([N:19]4[CH2:20][CH2:21][O:22][CH2:23][CH2:24]4)=[CH:15][CH:14]=2)[N:8]=[CH:7]3)[CH:40]=[CH:39][CH:38]=1.